Dataset: Forward reaction prediction with 1.9M reactions from USPTO patents (1976-2016). Task: Predict the product of the given reaction. Given the reactants [C:1]([NH:8][C@H:9]([C:18]([OH:20])=[O:19])[CH2:10][C:11]1[CH:16]=[CH:15][C:14]([OH:17])=[CH:13][CH:12]=1)([O:3][C:4]([CH3:7])([CH3:6])[CH3:5])=[O:2].C[O-].[Na+].CO.[CH2:26](Cl)[C:27]1[CH:32]=[CH:31][CH:30]=[CH:29][CH:28]=1.O, predict the reaction product. The product is: [C:1]([NH:8][C@H:9]([C:18]([OH:20])=[O:19])[CH2:10][C:11]1[CH:12]=[CH:13][C:14]([O:17][CH2:26][C:27]2[CH:32]=[CH:31][CH:30]=[CH:29][CH:28]=2)=[CH:15][CH:16]=1)([O:3][C:4]([CH3:5])([CH3:7])[CH3:6])=[O:2].